This data is from Catalyst prediction with 721,799 reactions and 888 catalyst types from USPTO. The task is: Predict which catalyst facilitates the given reaction. (1) Reactant: Br[C:2]1[N:9]=[CH:8][CH:7]=[C:6]([Cl:10])[C:3]=1[CH:4]=[O:5].[C:11]12[CH2:23][CH2:22][CH2:21][CH2:20][C:19]=1[S:18][C:17]1[C:16](=[O:24])[NH:15][N:14]=[CH:13][C:12]2=1.C([O-])([O-])=O.[K+].[K+].COC1C2C(=C3C(=CC=2)C(OC)=CC=N3)N=CC=1. Product: [Cl:10][C:6]1[CH:7]=[CH:8][N:9]=[C:2]([N:15]2[C:16](=[O:24])[C:17]3[S:18][C:19]4[CH2:20][CH2:21][CH2:22][CH2:23][C:11]=4[C:12]=3[CH:13]=[N:14]2)[C:3]=1[CH:4]=[O:5]. The catalyst class is: 185. (2) Reactant: [OH:1][CH2:2][CH2:3][CH:4]([C:6]1[CH:14]=[CH:13][C:9]([C:10]([OH:12])=O)=[CH:8][CH:7]=1)[CH3:5].ON1C2C=CC=CC=2N=N1.C(N(CC)CC)C.[NH2:32][CH2:33][C:34]1[C:35]([OH:42])=[N:36][C:37]([CH3:41])=[CH:38][C:39]=1[CH3:40]. Product: [OH:42][C:35]1[C:34]([CH2:33][NH:32][C:10](=[O:12])[C:9]2[CH:8]=[CH:7][C:6]([CH:4]([CH2:3][CH2:2][OH:1])[CH3:5])=[CH:14][CH:13]=2)=[C:39]([CH3:40])[CH:38]=[C:37]([CH3:41])[N:36]=1. The catalyst class is: 4. (3) Reactant: Cl.[CH2:2]([O:9][C:10](=[O:17])[CH2:11][CH2:12][C:13]([CH2:15][NH2:16])=[O:14])[C:3]1[CH:8]=[CH:7][CH:6]=[CH:5][CH:4]=1.[P:18](=[O:22])([OH:21])([OH:20])[OH:19].C(N(CC)CC)C.C(O)C. Product: [P:18]([OH:22])([OH:21])([OH:20])=[O:19].[CH2:2]([O:9][C:10](=[O:17])[CH2:11][CH2:12][C:13]([CH2:15][NH2:16])=[O:14])[C:3]1[CH:8]=[CH:7][CH:6]=[CH:5][CH:4]=1. The catalyst class is: 6. (4) Reactant: [CH3:1][C:2]1[N:6]([CH2:7][C:8]([N:10]2[CH2:15][CH2:14][N:13]([C:16]3[S:17][CH:18]=[C:19]([C:21](O)=[O:22])[N:20]=3)[CH2:12][CH2:11]2)=[O:9])[N:5]=[C:4]([C:24]([F:27])([F:26])[F:25])[CH:3]=1.C(N(CC)CC)C.F[P-](F)(F)(F)(F)F.N1(OC(N(C)C)=[N+](C)C)C2C=CC=CC=2N=N1.[CH3:59][NH:60][C@H:61]1[C:70]2[C:65](=[CH:66][CH:67]=[CH:68][CH:69]=2)[CH2:64][CH2:63][CH2:62]1.C(O)(=O)CC(CC(O)=O)(C(O)=O)O. Product: [CH3:59][N:60]([C@H:61]1[C:70]2[C:65](=[CH:66][CH:67]=[CH:68][CH:69]=2)[CH2:64][CH2:63][CH2:62]1)[C:21]([C:19]1[N:20]=[C:16]([N:13]2[CH2:12][CH2:11][N:10]([C:8](=[O:9])[CH2:7][N:6]3[C:2]([CH3:1])=[CH:3][C:4]([C:24]([F:27])([F:26])[F:25])=[N:5]3)[CH2:15][CH2:14]2)[S:17][CH:18]=1)=[O:22]. The catalyst class is: 4. (5) Reactant: [CH2:1]([O:3][C:4](=[O:13])[C:5]1[CH:10]=[CH:9][C:8]([OH:11])=[C:7]([F:12])[CH:6]=1)[CH3:2].N1C=CC=CC=1.[F:20][C:21]([F:34])([F:33])[S:22](O[S:22]([C:21]([F:34])([F:33])[F:20])(=[O:24])=[O:23])(=[O:24])=[O:23].O. Product: [CH2:1]([O:3][C:4](=[O:13])[C:5]1[CH:10]=[CH:9][C:8]([O:11][S:22]([C:21]([F:34])([F:33])[F:20])(=[O:24])=[O:23])=[C:7]([F:12])[CH:6]=1)[CH3:2]. The catalyst class is: 4. (6) Reactant: [NH+:1]1[C:10]2[C:5](=[CH:6][CH:7]=[CH:8][CH:9]=2)[CH:4]=[CH:3][CH:2]=1.[N:11]1[C:20]2[C:15](=[CH:16][CH:17]=[CH:18][CH:19]=2)[CH:14]=[CH:13][CH:12]=1.[Cr](O[Cr]([O-])(=O)=O)([O-])(=O)=O.C(=O)(O)[O-:31].[Na+].[C:35](#[N:38])C=C. Product: [C:35]([C:19]1[CH:18]=[C:17]([C:16]([C:15]2[CH:20]=[N:11][CH:12]=[CH:13][CH:14]=2)=[O:31])[N:1]2[C:10]3[C:5](=[CH:6][CH:7]=[CH:8][CH:9]=3)[CH:4]=[CH:3][C:2]=12)#[N:38]. The catalyst class is: 9. (7) Product: [F:38][C:35]1[CH:34]=[CH:33][C:32]([C:29]2[O:30][CH:31]=[C:27]([CH2:26][O:6][C:7]3[CH:8]=[C:9]([CH:22]=[CH:23][CH:24]=3)[O:10][CH2:11][C:12]3[CH:20]=[CH:19][CH:18]=[C:17]([CH3:21])[C:13]=3[C:14]([OH:16])=[O:15])[N:28]=2)=[CH:37][CH:36]=1. The catalyst class is: 60. Reactant: C[O-].[Na+].CO.[OH:6][C:7]1[CH:8]=[C:9]([CH:22]=[CH:23][CH:24]=1)[O:10][CH2:11][C:12]1[CH:20]=[CH:19][CH:18]=[C:17]([CH3:21])[C:13]=1[C:14]([OH:16])=[O:15].Cl[CH2:26][C:27]1[N:28]=[C:29]([C:32]2[CH:37]=[CH:36][C:35]([F:38])=[CH:34][CH:33]=2)[O:30][CH:31]=1.[Cl-].[Na+].